Dataset: hERG Central: cardiac toxicity at 1µM, 10µM, and general inhibition. Task: Predict hERG channel inhibition at various concentrations. (1) The molecule is O=C(c1ccc([N+](=O)[O-])s1)N1CCN(c2cccc(Cl)c2)CC1. Results: hERG_inhib (hERG inhibition (general)): blocker. (2) The drug is COc1ccc([C@H]2CC(=O)C=C(c3cccc(OC)c3)C2)cc1. Results: hERG_inhib (hERG inhibition (general)): blocker. (3) Results: hERG_inhib (hERG inhibition (general)): blocker. The compound is CC1CC(NS(=O)(=O)c2cc3c4c(c2)CCN4C(=O)CC3)CC(C)(C)C1. (4) The drug is CCCC(C)NC(=O)c1nc(-c2ccccc2)n(-c2ccccc2)n1. Results: hERG_inhib (hERG inhibition (general)): blocker. (5) The compound is Cc1nn2c(NCc3ccccn3)c3c(nc2c1-c1ccccc1)CCC3. Results: hERG_inhib (hERG inhibition (general)): blocker. (6) The drug is CCN(CC)CCCn1c2c(c(SCC(=O)Nc3ccc(OC(F)(F)F)cc3)nc1=O)CCC2. Results: hERG_inhib (hERG inhibition (general)): blocker. (7) The compound is CC(C)(C)c1cc(NC(=O)COC(=O)c2ccc(O)cc2O)n(-c2ccccc2)n1. Results: hERG_inhib (hERG inhibition (general)): blocker.